From a dataset of NCI-60 drug combinations with 297,098 pairs across 59 cell lines. Regression. Given two drug SMILES strings and cell line genomic features, predict the synergy score measuring deviation from expected non-interaction effect. (1) Drug 1: CC1C(C(CC(O1)OC2CC(OC(C2O)C)OC3=CC4=CC5=C(C(=O)C(C(C5)C(C(=O)C(C(C)O)O)OC)OC6CC(C(C(O6)C)O)OC7CC(C(C(O7)C)O)OC8CC(C(C(O8)C)O)(C)O)C(=C4C(=C3C)O)O)O)O. Drug 2: CC1=C(C(=O)C2=C(C1=O)N3CC4C(C3(C2COC(=O)N)OC)N4)N. Cell line: SNB-19. Synergy scores: CSS=43.4, Synergy_ZIP=-1.46, Synergy_Bliss=-2.02, Synergy_Loewe=-0.442, Synergy_HSA=0.848. (2) Drug 1: C1=NC2=C(N1)C(=S)N=C(N2)N. Drug 2: CC=C1C(=O)NC(C(=O)OC2CC(=O)NC(C(=O)NC(CSSCCC=C2)C(=O)N1)C(C)C)C(C)C. Cell line: NCI-H226. Synergy scores: CSS=63.3, Synergy_ZIP=3.86, Synergy_Bliss=6.21, Synergy_Loewe=-36.0, Synergy_HSA=7.66.